The task is: Predict the reaction yield, written as a fraction of the theoretical maximum amount of product (1.0 means a 100% yield; for example, 0.34 means a 34% yield).. This data is from Reaction yield outcomes from USPTO patents with 853,638 reactions. The reactants are [Si:1]([O:8][CH:9]([C:20]1[CH:25]=[CH:24][CH:23]=[CH:22][CH:21]=1)[CH2:10][O:11][CH:12]1[CH2:17][CH2:16][CH:15]([OH:18])[CH2:14][CH:13]1[F:19])([C:4]([CH3:7])([CH3:6])[CH3:5])([CH3:3])[CH3:2].[CH3:26][S:27](Cl)(=[O:29])=[O:28].C(N(C(C)C)CC)(C)C. The catalyst is ClCCl. The product is [CH3:26][S:27]([O:18][CH:15]1[CH2:16][CH2:17][CH:12]([O:11][CH2:10][CH:9]([O:8][Si:1]([C:4]([CH3:7])([CH3:6])[CH3:5])([CH3:3])[CH3:2])[C:20]2[CH:21]=[CH:22][CH:23]=[CH:24][CH:25]=2)[CH:13]([F:19])[CH2:14]1)(=[O:29])=[O:28]. The yield is 1.00.